Dataset: Full USPTO retrosynthesis dataset with 1.9M reactions from patents (1976-2016). Task: Predict the reactants needed to synthesize the given product. (1) The reactants are: Cl.Cl.[C:3]([C:6]1[CH:10]=[C:9]([C:11]2[CH:20]=[CH:19][C:14]([O:15][CH2:16][CH2:17][NH2:18])=[CH:13][CH:12]=2)[N:8]([C:21]2[CH:22]=[N:23][C:24]([O:27][CH3:28])=[CH:25][CH:26]=2)[N:7]=1)([CH3:5])=[CH2:4].[CH3:29][S:30](Cl)(=[O:32])=[O:31].CCN(CC)CC. Given the product [C:3]([C:6]1[CH:10]=[C:9]([C:11]2[CH:12]=[CH:13][C:14]([O:15][CH2:16][CH2:17][NH:18][S:30]([CH3:29])(=[O:32])=[O:31])=[CH:19][CH:20]=2)[N:8]([C:21]2[CH:22]=[N:23][C:24]([O:27][CH3:28])=[CH:25][CH:26]=2)[N:7]=1)([CH3:5])=[CH2:4], predict the reactants needed to synthesize it. (2) Given the product [OH:1][CH2:2][C:3]1[CH2:4][C@H:5]([CH2:9][C:10]2[NH:11][C:12](=[S:15])[NH:13][CH:14]=2)[CH2:6][CH2:7][CH:8]=1, predict the reactants needed to synthesize it. The reactants are: [OH:1][CH2:2][C:3]1[CH2:4][CH:5]([CH2:9][C:10]2[NH:11][C:12](=[S:15])[NH:13][CH:14]=2)[CH2:6][CH2:7][CH:8]=1.CCO.